Dataset: Catalyst prediction with 721,799 reactions and 888 catalyst types from USPTO. Task: Predict which catalyst facilitates the given reaction. (1) Reactant: C([O:4][C@H:5]1[C@@H:26]([O:27]C(=O)C)[C@H:25]([O:31]C(=O)C)[C@@H:24]([CH2:35][O:36]C(=O)C)[O:23][C@@H:6]1[O:7][C:8]1[CH:13]=[CH:12][C:11]([N:14]2[C:22]3[C:17](=[CH:18][CH:19]=[CH:20][CH:21]=3)[CH2:16][CH2:15]2)=[CH:10][CH:9]=1)(=O)C.C[O-].[Na+]. Product: [O:7]([C:8]1[CH:9]=[CH:10][C:11]([N:14]2[C:22]3[C:17](=[CH:18][CH:19]=[CH:20][CH:21]=3)[CH2:16][CH2:15]2)=[CH:12][CH:13]=1)[C@H:6]1[O:23][C@H:24]([CH2:35][OH:36])[C@@H:25]([OH:31])[C@H:26]([OH:27])[C@@H:5]1[OH:4]. The catalyst class is: 5. (2) Reactant: [Br:1][C:2]1[C:20]([CH3:21])=[CH:19][C:5]([O:6][CH2:7][CH:8]2[CH2:11][N:10](C(OC(C)(C)C)=O)[CH2:9]2)=[CH:4][C:3]=1[CH3:22].FC(F)(F)C(O)=O. Product: [Br:1][C:2]1[C:20]([CH3:21])=[CH:19][C:5]([O:6][CH2:7][CH:8]2[CH2:11][NH:10][CH2:9]2)=[CH:4][C:3]=1[CH3:22]. The catalyst class is: 793. (3) Reactant: [Cl:1][C:2]1[N:3]=[C:4]([N:17]2[CH2:22][CH2:21][O:20][CH2:19][CH2:18]2)[C:5]2[O:10][C:9]3[N:11]=[CH:12][C:13]([CH:15]=O)=[CH:14][C:8]=3[C:6]=2[N:7]=1.[NH:23]1[CH2:28][CH2:27][CH2:26][CH2:25][CH2:24]1.[BH-](OC(C)=O)(OC(C)=O)OC(C)=O.[Na+].[BH3-]C#N.[Na+]. Product: [Cl:1][C:2]1[N:3]=[C:4]([N:17]2[CH2:22][CH2:21][O:20][CH2:19][CH2:18]2)[C:5]2[O:10][C:9]3[N:11]=[CH:12][C:13]([CH2:15][N:23]4[CH2:28][CH2:27][CH2:26][CH2:25][CH2:24]4)=[CH:14][C:8]=3[C:6]=2[N:7]=1. The catalyst class is: 3. (4) Reactant: C([O:3][C:4](=[O:33])[CH2:5][NH:6][C:7](=[O:32])[C:8]1[CH:13]=[CH:12][C:11]([C@@H:14]2[CH2:18][CH2:17][C@H:16]([NH:19][C@@H:20]([C:22]3[C:31]4[C:26](=[CH:27][CH:28]=[CH:29][CH:30]=4)[CH:25]=[CH:24][CH:23]=3)[CH3:21])[CH2:15]2)=[CH:10][CH:9]=1)C.[OH-].[Na+].[ClH:36]. Product: [ClH:36].[C:22]1([C@H:20]([NH:19][C@H:16]2[CH2:17][CH2:18][C@@H:14]([C:11]3[CH:10]=[CH:9][C:8]([C:7]([NH:6][CH2:5][C:4]([OH:33])=[O:3])=[O:32])=[CH:13][CH:12]=3)[CH2:15]2)[CH3:21])[C:31]2[C:26](=[CH:27][CH:28]=[CH:29][CH:30]=2)[CH:25]=[CH:24][CH:23]=1. The catalyst class is: 8. (5) Reactant: [CH:1]([C@H:14]1[CH2:19][C@@H:18](OS(C)(=O)=O)[CH2:17][CH2:16][O:15]1)([C:8]1[CH:13]=[CH:12][CH:11]=[CH:10][CH:9]=1)[C:2]1[CH:7]=[CH:6][CH:5]=[CH:4][CH:3]=1.[N-:25]=[N+:26]=[N-:27].[Na+]. Product: [N:25]([C@@H:18]1[CH2:17][CH2:16][O:15][C@@H:14]([CH:1]([C:8]2[CH:13]=[CH:12][CH:11]=[CH:10][CH:9]=2)[C:2]2[CH:7]=[CH:6][CH:5]=[CH:4][CH:3]=2)[CH2:19]1)=[N+:26]=[N-:27]. The catalyst class is: 3. (6) Product: [CH3:34][C:30]([C:27]1[CH:26]=[CH:25][C:24]([N:23]2[C:14]3[C:13]4[CH:12]=[C:11]([C:3]5[CH:2]=[N:1][CH:6]=[CH:5][CH:4]=5)[CH:20]=[CH:19][C:18]=4[N:17]=[CH:16][C:15]=3[N:21]([CH3:36])[C:22]2=[O:35])=[CH:29][N:28]=1)([CH3:33])[C:31]#[N:32]. The catalyst class is: 3. Reactant: [N:1]1[CH:6]=[CH:5][CH:4]=[C:3](B(O)O)[CH:2]=1.Br[C:11]1[CH:20]=[CH:19][C:18]2[N:17]=[CH:16][C:15]3[N:21]([CH3:36])[C:22](=[O:35])[N:23]([C:24]4[CH:25]=[CH:26][C:27]([C:30]([CH3:34])([CH3:33])[C:31]#[N:32])=[N:28][CH:29]=4)[C:14]=3[C:13]=2[CH:12]=1.C([O-])([O-])=O.[Na+].[Na+]. (7) Reactant: [Cl:1][C:2]1[CH:29]=[CH:28][CH:27]=[C:26]([Cl:30])[C:3]=1[C:4]([NH:6][C@H:7]([C:22]([O:24]C)=[O:23])[CH2:8][C:9]1[CH:14]=[CH:13][C:12]([O:15][CH:16]2[CH2:21][CH2:20][NH:19][CH2:18][CH2:17]2)=[CH:11][CH:10]=1)=[O:5].[CH3:31][S:32](Cl)(=[O:34])=[O:33]. Product: [Cl:1][C:2]1[CH:29]=[CH:28][CH:27]=[C:26]([Cl:30])[C:3]=1[C:4]([NH:6][C@H:7]([C:22]([OH:24])=[O:23])[CH2:8][C:9]1[CH:14]=[CH:13][C:12]([O:15][CH:16]2[CH2:21][CH2:20][N:19]([S:32]([CH3:31])(=[O:34])=[O:33])[CH2:18][CH2:17]2)=[CH:11][CH:10]=1)=[O:5]. The catalyst class is: 341. (8) Reactant: [CH3:1][C:2]1[CH:3]=[C:4]([C:20]([O:22]C)=[O:21])[C:5]2[CH2:6][CH2:7][N:8]([CH:13]([CH2:17][CH2:18][CH3:19])[CH2:14][CH2:15][CH3:16])[C:9](=[O:12])[C:10]=2[CH:11]=1.[OH-].[Na+]. Product: [CH3:1][C:2]1[CH:3]=[C:4]([C:20]([OH:22])=[O:21])[C:5]2[CH2:6][CH2:7][N:8]([CH:13]([CH2:14][CH2:15][CH3:16])[CH2:17][CH2:18][CH3:19])[C:9](=[O:12])[C:10]=2[CH:11]=1. The catalyst class is: 12.